From a dataset of Full USPTO retrosynthesis dataset with 1.9M reactions from patents (1976-2016). Predict the reactants needed to synthesize the given product. (1) Given the product [OH:25][CH2:26][CH2:27][NH:28][C:21]([C:18]1[CH:17]=[CH:16][C:15]([C:13]2[C:12]([CH3:24])=[CH:11][CH:10]=[C:9]([NH:8][C:6]([C:3]3[CH:4]=[CH:5][O:1][CH:2]=3)=[O:7])[CH:14]=2)=[CH:20][CH:19]=1)=[O:23], predict the reactants needed to synthesize it. The reactants are: [O:1]1[CH:5]=[CH:4][C:3]([C:6]([NH:8][C:9]2[CH:10]=[CH:11][C:12]([CH3:24])=[C:13]([C:15]3[CH:20]=[CH:19][C:18]([C:21]([OH:23])=O)=[CH:17][CH:16]=3)[CH:14]=2)=[O:7])=[CH:2]1.[OH:25][CH2:26][CH2:27][NH2:28].CN(C(ON1N=NC2C=CC=NC1=2)=[N+](C)C)C.F[P-](F)(F)(F)(F)F.C1C=CC2N(O)N=NC=2C=1.CCN(C(C)C)C(C)C. (2) Given the product [C:14]([C:13]1[CH:16]=[CH:17][C:10]([NH:9][C:2](=[O:8])[CH2:3][CH2:4][CH2:5][C:6]([OH:1])=[O:7])=[CH:11][CH:12]=1)#[N:15], predict the reactants needed to synthesize it. The reactants are: [O:1]1[C:6](=[O:7])[CH2:5][CH2:4][CH2:3][C:2]1=[O:8].[NH2:9][C:10]1[CH:17]=[CH:16][C:13]([C:14]#[N:15])=[CH:12][CH:11]=1. (3) Given the product [CH3:16][O:10][C:9](=[O:11])[CH2:8][C:3]1[CH:4]=[CH:5][CH:6]=[CH:7][C:2]=1[Br:1], predict the reactants needed to synthesize it. The reactants are: [Br:1][C:2]1[CH:7]=[CH:6][CH:5]=[CH:4][C:3]=1[CH2:8][C:9]([OH:11])=[O:10].S(Cl)(Cl)=O.[CH3:16]O. (4) Given the product [CH3:10][C:7]1[CH:8]=[CH:9][C:4]2[CH:3]=[C:2]([C:19]#[N:20])[O:11][C:5]=2[CH:6]=1, predict the reactants needed to synthesize it. The reactants are: Br[C:2](Br)=[CH:3][C:4]1[CH:9]=[CH:8][C:7]([CH3:10])=[CH:6][C:5]=1[OH:11].C([O-])([O-])=O.[Na+].[Na+].[CH3:19][N:20](C=O)C. (5) Given the product [O:16]=[C:9]1[N:10]2[C:6]3[C:5]([NH:22][C:12](=[O:13])[CH2:11]2)=[CH:4][N:3]=[CH:2][C:7]=3[N:8]1[CH2:17][C:18]([O:20][CH3:21])=[O:19], predict the reactants needed to synthesize it. The reactants are: Cl[C:2]1[C:7]2[N:8]([CH2:17][C:18]([O:20][CH3:21])=[O:19])[C:9](=[O:16])[N:10]([CH2:11][C:12](OC)=[O:13])[C:6]=2[C:5]([N+:22]([O-])=O)=[C:4](Cl)[N:3]=1. (6) Given the product [Cl:13][C:14]1[CH:19]=[C:18]([S:10][C:5]2[CH:6]=[CH:7][CH:8]=[CH:9][C:4]=2[CH3:1])[CH:17]=[CH:16][N:15]=1, predict the reactants needed to synthesize it. The reactants are: [CH:1]([C:4]1[CH:9]=[CH:8][CH:7]=[CH:6][C:5]=1[SH:10])(C)C.[H-].[Na+].[Cl:13][C:14]1[CH:19]=[C:18]([N+]([O-])=O)[CH:17]=[CH:16][N:15]=1. (7) Given the product [F:23][C:24]1[CH:25]=[C:26]([C:48](=[O:51])[CH2:49][CH3:50])[CH:27]=[CH:28][C:29]=1[C:30]1[S:31][C:32]2[C:37]([N:38]=1)=[CH:36][CH:35]=[C:34]([C:39]1([C:42]3[CH:43]=[CH:44][CH:45]=[CH:46][CH:47]=3)[CH2:40][CH2:41]1)[N:33]=2, predict the reactants needed to synthesize it. The reactants are: CC(OI1(OC(C)=O)(OC(C)=O)OC(=O)C2C=CC=CC1=2)=O.[F:23][C:24]1[CH:25]=[C:26]([CH:48]([OH:51])[CH2:49][CH3:50])[CH:27]=[CH:28][C:29]=1[C:30]1[S:31][C:32]2[C:37]([N:38]=1)=[CH:36][CH:35]=[C:34]([C:39]1([C:42]3[CH:47]=[CH:46][CH:45]=[CH:44][CH:43]=3)[CH2:41][CH2:40]1)[N:33]=2.ClCCl.C([O-])(O)=O.[Na+]. (8) Given the product [Br:21][CH:5]([C:6]1[CH:11]=[CH:10][N:9]=[C:8]([S:12][CH3:13])[N:7]=1)[CH:4]([O:24][CH2:23][CH3:22])[O:3][CH2:1][CH3:2], predict the reactants needed to synthesize it. The reactants are: [CH2:1]([O:3][CH:4]=[CH:5][C:6]1[CH:11]=[CH:10][N:9]=[C:8]([S:12][CH3:13])[N:7]=1)[CH3:2].C1C(=O)N([Br:21])C(=O)C1.[CH3:22][CH2:23][OH:24]. (9) Given the product [NH2:1][C:4]1[CH:5]=[C:6]2[C:10](=[CH:11][CH:12]=1)[CH2:9][N:8]([C:13]([NH:15][C:16]1[CH:21]=[CH:20][C:19]([C:22](=[O:27])[NH:23][CH2:24][CH2:25][CH3:26])=[CH:18][CH:17]=1)=[O:14])[CH2:7]2, predict the reactants needed to synthesize it. The reactants are: [N+:1]([C:4]1[CH:5]=[C:6]2[C:10](=[CH:11][CH:12]=1)[CH2:9][N:8]([C:13]([NH:15][C:16]1[CH:21]=[CH:20][C:19]([C:22](=[O:27])[NH:23][CH2:24][CH2:25][CH3:26])=[CH:18][CH:17]=1)=[O:14])[CH2:7]2)([O-])=O.[H][H].